From a dataset of Forward reaction prediction with 1.9M reactions from USPTO patents (1976-2016). Predict the product of the given reaction. (1) Given the reactants C([O:3][C:4](=[O:33])[CH2:5][C:6]1[CH:11]=[CH:10][CH:9]=[C:8]([O:12][C:13]2[CH:18]=[CH:17][C:16]([C:19]3[CH:20]=[N:21][N:22]([CH3:24])[CH:23]=3)=[CH:15][C:14]=2[CH2:25][S:26][C:27]2[CH:32]=[CH:31][CH:30]=[CH:29][CH:28]=2)[CH:7]=1)C.[OH-].[Li+], predict the reaction product. The product is: [CH3:24][N:22]1[CH:23]=[C:19]([C:16]2[CH:17]=[CH:18][C:13]([O:12][C:8]3[CH:7]=[C:6]([CH2:5][C:4]([OH:33])=[O:3])[CH:11]=[CH:10][CH:9]=3)=[C:14]([CH2:25][S:26][C:27]3[CH:32]=[CH:31][CH:30]=[CH:29][CH:28]=3)[CH:15]=2)[CH:20]=[N:21]1. (2) Given the reactants [OH:1][C:2]1[CH:3]=[C:4]([CH:8]=[CH:9][CH:10]=1)[C:5]([OH:7])=O.Cl.CN(C)CCCN=C=NCC.C(N(CC)C(C)C)(C)C.O.ON1C2C=CC=CC=2N=N1.[NH:43]1[CH2:48][CH2:47][O:46][CH2:45][CH2:44]1, predict the reaction product. The product is: [OH:1][C:2]1[CH:3]=[C:4]([C:5]([N:43]2[CH2:48][CH2:47][O:46][CH2:45][CH2:44]2)=[O:7])[CH:8]=[CH:9][CH:10]=1. (3) The product is: [CH2:1]([O:3][C:4]([C:5]1[C:6]([CH2:7][N:8]2[C:16](=[O:17])[C:15]3[C:10](=[CH:11][CH:12]=[CH:13][CH:14]=3)[C:9]2=[O:18])=[N:27][NH:28][C:20]=1[CH:22]1[CH2:24][CH2:23]1)=[O:25])[CH3:2]. Given the reactants [CH2:1]([O:3][C:4](=[O:25])[CH:5]([C:20]([CH:22]1[CH2:24][CH2:23]1)=O)[C:6](=O)[CH2:7][N:8]1[C:16](=[O:17])[C:15]2[C:10](=[CH:11][CH:12]=[CH:13][CH:14]=2)[C:9]1=[O:18])[CH3:2].Cl.[NH2:27][NH2:28], predict the reaction product.